From a dataset of Reaction yield outcomes from USPTO patents with 853,638 reactions. Predict the reaction yield, written as a fraction of the theoretical maximum amount of product (1.0 means a 100% yield; for example, 0.34 means a 34% yield). The product is [F:1][C:2]1[N:7]=[CH:6][C:5]([O:8][CH2:17][CH2:18][N:19]2[C:20](=[O:29])[C:21]3[C:26](=[CH:25][CH:24]=[CH:23][CH:22]=3)[C:27]2=[O:28])=[C:4]([I:9])[CH:3]=1. The catalyst is CN(C=O)C. The reactants are [F:1][C:2]1[N:7]=[CH:6][C:5]([OH:8])=[C:4]([I:9])[CH:3]=1.C([O-])([O-])=O.[K+].[K+].Br[CH2:17][CH2:18][N:19]1[C:27](=[O:28])[C:26]2[C:21](=[CH:22][CH:23]=[CH:24][CH:25]=2)[C:20]1=[O:29].O. The yield is 0.580.